This data is from Full USPTO retrosynthesis dataset with 1.9M reactions from patents (1976-2016). The task is: Predict the reactants needed to synthesize the given product. (1) Given the product [NH2:47][C:46]1[N:48]=[C:1]([C:4]2[N:8]3[CH:9]=[CH:10][C:11]([CH:13]4[CH2:14][CH2:15][N:16]([C:19]([O:21][CH2:22][C:23]5[CH:28]=[CH:27][CH:26]=[CH:25][CH:24]=5)=[O:20])[CH2:17][CH2:18]4)=[CH:12][C:7]3=[N:6][C:5]=2[C:29]2[CH:34]=[CH:33][C:32]([F:35])=[CH:31][CH:30]=2)[CH:2]=[CH:36][N:45]=1, predict the reactants needed to synthesize it. The reactants are: [C:1]([C:4]1[N:8]2[CH:9]=[CH:10][C:11]([CH:13]3[CH2:18][CH2:17][N:16]([C:19]([O:21][CH2:22][C:23]4[CH:28]=[CH:27][CH:26]=[CH:25][CH:24]=4)=[O:20])[CH2:15][CH2:14]3)=[CH:12][C:7]2=[N:6][C:5]=1[C:29]1[CH:34]=[CH:33][C:32]([F:35])=[CH:31][CH:30]=1)(=O)[CH3:2].[CH3:36]N(C(OC)OC)C.Cl.[NH2:45][C:46]([NH2:48])=[NH:47].C[O-].[Na+]. (2) Given the product [O:1]1[C@@H:13]2[C@@H:12]3[C@@:17]([CH3:18])([CH2:16][CH2:15][C@H:14]12)[C@H:19]1[C@@H:9]([C@@H:8]2[C@:4]([CH2:21][CH2:20]1)([CH3:3])[C:5](=[O:22])[CH2:6][CH2:7]2)[CH2:10][CH2:11]3, predict the reactants needed to synthesize it. The reactants are: [OH:1]O.[CH3:3][C@@:4]12[CH2:21][CH2:20][C@@H:19]3[C@H:9]([CH2:10][CH2:11][C@H:12]4[C@@:17]3([CH3:18])[CH2:16][CH2:15][CH:14]=[CH:13]4)[C@H:8]1[CH2:7][CH2:6][C:5]2=[O:22].[OH-].[Na+].Cl. (3) Given the product [Cl:19][C:11]1[C:12]([N:14]([CH3:18])[CH2:15][CH2:16][CH3:17])=[CH:13][C:8]2[N:7]=[C:29]([C:30]3[CH:35]=[CH:34][CH:33]=[C:32]([C:36]4[S:37][CH:38]=[C:39]([CH2:41][OH:42])[N:40]=4)[CH:31]=3)[CH2:28][C:27](=[O:50])[NH:20][C:9]=2[CH:10]=1, predict the reactants needed to synthesize it. The reactants are: C(OC(=O)[NH:7][C:8]1[CH:13]=[C:12]([N:14]([CH3:18])[CH2:15][CH2:16][CH3:17])[C:11]([Cl:19])=[CH:10][C:9]=1[NH2:20])(C)(C)C.C(O[C:27](=[O:50])[CH2:28][C:29](=O)[C:30]1[CH:35]=[CH:34][CH:33]=[C:32]([C:36]2[S:37][CH:38]=[C:39]([CH2:41][O:42]C3CCCCO3)[N:40]=2)[CH:31]=1)(C)(C)C.C(O)(C(F)(F)F)=O. (4) Given the product [F:22][C:23]([F:25])([F:24])[C:15]1[C:13](=[O:14])[NH:12][C:10](=[O:11])[N:9]([CH:16]=1)[C@@H:1]1[O:8][C@H:5]([CH2:6][OH:7])[C@@H:3]([OH:4])[CH2:2]1, predict the reactants needed to synthesize it. The reactants are: [C@@H:1]1([N:9]2[CH:16]=[CH:15][C:13](=[O:14])[NH:12][C:10]2=[O:11])[O:8][C@H:5]([CH2:6][OH:7])[C@@H:3]([OH:4])[CH2:2]1.S(=O)(=O)(O)O.[F:22][C:23](I)([F:25])[F:24].OO.